This data is from Catalyst prediction with 721,799 reactions and 888 catalyst types from USPTO. The task is: Predict which catalyst facilitates the given reaction. Reactant: Br[CH2:2][CH2:3][O:4][CH3:5].[F:6][C:7]1[CH:12]=[CH:11][C:10]([NH:13][C:14]([C:16]2[O:20][C:19]([CH3:21])=[N:18][C:17]=2[CH3:22])=[O:15])=[CH:9][C:8]=1[C:23]1[N:24]=[C:25]2[N:30]=[CH:29][C:28]([OH:31])=[CH:27][N:26]2[CH:32]=1.C([O-])([O-])=O.[K+].[K+]. Product: [F:6][C:7]1[CH:12]=[CH:11][C:10]([NH:13][C:14]([C:16]2[O:20][C:19]([CH3:21])=[N:18][C:17]=2[CH3:22])=[O:15])=[CH:9][C:8]=1[C:23]1[N:24]=[C:25]2[N:30]=[CH:29][C:28]([O:31][CH2:2][CH2:3][O:4][CH3:5])=[CH:27][N:26]2[CH:32]=1. The catalyst class is: 3.